Dataset: Catalyst prediction with 721,799 reactions and 888 catalyst types from USPTO. Task: Predict which catalyst facilitates the given reaction. (1) Reactant: [H-].[Al+3].[Li+].[H-].[H-].[H-].[CH2:7]([N:14]1[CH2:25][CH2:24][C:17]2([O:22][CH2:21][C:20](=O)[NH:19][CH2:18]2)[CH2:16][CH2:15]1)[C:8]1[CH:13]=[CH:12][CH:11]=[CH:10][CH:9]=1. Product: [CH2:7]([N:14]1[CH2:15][CH2:16][C:17]2([O:22][CH2:21][CH2:20][NH:19][CH2:18]2)[CH2:24][CH2:25]1)[C:8]1[CH:9]=[CH:10][CH:11]=[CH:12][CH:13]=1. The catalyst class is: 7. (2) Reactant: [F:1][C:2]1[CH:7]=[CH:6][CH:5]=[CH:4][N:3]=1.[F:8][B-:9]([F:12])([F:11])[F:10].[CH2:13]([O+](CC)CC)[CH3:14]. Product: [F:8][B-:9]([F:12])([F:11])[F:10].[CH2:13]([N+:3]1[CH:4]=[CH:5][CH:6]=[CH:7][C:2]=1[F:1])[CH3:14]. The catalyst class is: 26. (3) Reactant: [O:1]1[C:6]2[CH:7]=[CH:8][C:9]([CH2:11][NH:12][CH:13]3[CH2:18][CH2:17][N:16]([CH2:19][CH2:20][N:21]4[C:30]5[C:25](=[CH:26][CH:27]=[C:28]([O:31][CH3:32])[CH:29]=5)[N:24]=[CH:23][C:22]4=[O:33])[CH2:15][CH2:14]3)=[CH:10][C:5]=2[O:4][CH:3]=[CH:2]1.[ClH:34].C(OCC)(=O)C. Product: [ClH:34].[O:1]1[C:6]2[CH:7]=[CH:8][C:9]([CH2:11][NH:12][CH:13]3[CH2:14][CH2:15][N:16]([CH2:19][CH2:20][N:21]4[C:30]5[C:25](=[CH:26][CH:27]=[C:28]([O:31][CH3:32])[CH:29]=5)[N:24]=[CH:23][C:22]4=[O:33])[CH2:17][CH2:18]3)=[CH:10][C:5]=2[O:4][CH:3]=[CH:2]1. The catalyst class is: 13. (4) Reactant: Cl.[CH3:2][O:3][C:4]1[CH:9]=[CH:8][CH:7]=[CH:6][C:5]=1[N:10]1[CH2:15][CH2:14][NH:13][CH2:12][CH2:11]1.Br[CH2:17][CH2:18][OH:19].C(=O)([O-])[O-].[K+].[K+]. Product: [CH3:2][O:3][C:4]1[CH:9]=[CH:8][CH:7]=[CH:6][C:5]=1[N:10]1[CH2:15][CH2:14][N:13]([CH2:17][CH2:18][OH:19])[CH2:12][CH2:11]1. The catalyst class is: 10. (5) Reactant: C(NC(C)C)(C)C.[CH3:8][O:9][CH2:10][O:11][C:12]1[CH:17]=[C:16]([O:18][CH2:19][O:20][CH3:21])[CH:15]=[CH:14][C:13]=1[C:22]1[C:23](=[O:37])[O:24][C:25]2[C:30]([C:31]=1[CH3:32])=[CH:29][CH:28]=[C:27]([O:33][CH2:34][O:35][CH3:36])[CH:26]=2.[CH:38](OC1C=CC=CC=1)=[O:39]. Product: [CH3:8][O:9][CH2:10][O:11][C:12]1[CH:17]=[C:16]([O:18][CH2:19][O:20][CH3:21])[CH:15]=[CH:14][C:13]=1[C:22]1[C:23](=[O:37])[O:24][C:25]2[C:30]([C:31]=1[CH2:32][CH:38]=[O:39])=[CH:29][CH:28]=[C:27]([O:33][CH2:34][O:35][CH3:36])[CH:26]=2. The catalyst class is: 1. (6) Product: [CH2:1]([N:4]1[C:5](=[O:6])[NH:7][N:8]=[C:9]1[CH2:10][O:11][C:12]([C:25]1[CH:30]=[CH:29][CH:28]=[CH:27][CH:26]=1)([C:19]1[CH:20]=[CH:21][CH:22]=[CH:23][CH:24]=1)[C:13]1[CH:18]=[CH:17][CH:16]=[CH:15][CH:14]=1)[CH2:2][CH3:3]. Reactant: [CH2:1]([NH:4][C:5]([NH:7][NH:8][C:9](=O)[CH2:10][O:11][C:12]([C:25]1[CH:30]=[CH:29][CH:28]=[CH:27][CH:26]=1)([C:19]1[CH:24]=[CH:23][CH:22]=[CH:21][CH:20]=1)[C:13]1[CH:18]=[CH:17][CH:16]=[CH:15][CH:14]=1)=[O:6])[CH2:2][CH3:3].[OH-].[K+]. The catalyst class is: 5. (7) Reactant: [Cl:1][C:2]1[CH:30]=[CH:29][CH:28]=[C:27]([C:31]([F:34])([F:33])[F:32])[C:3]=1[C:4]([N:6]1[C:14]2[C:9](=[N:10][CH:11]=[CH:12][CH:13]=2)[C:8]([N:15]2[CH:20]3[CH2:21][CH2:22][CH:16]2[CH2:17][CH:18]([C:23]([O:25]C)=[O:24])[CH2:19]3)=[N:7]1)=[O:5].O[Li].O.Cl. Product: [Cl:1][C:2]1[CH:30]=[CH:29][CH:28]=[C:27]([C:31]([F:34])([F:32])[F:33])[C:3]=1[C:4]([N:6]1[C:14]2[C:9](=[N:10][CH:11]=[CH:12][CH:13]=2)[C:8]([N:15]2[CH:16]3[CH2:22][CH2:21][CH:20]2[CH2:19][CH:18]([C:23]([OH:25])=[O:24])[CH2:17]3)=[N:7]1)=[O:5]. The catalyst class is: 20.